The task is: Predict the reactants needed to synthesize the given product.. This data is from Full USPTO retrosynthesis dataset with 1.9M reactions from patents (1976-2016). (1) Given the product [ClH:39].[O:37]=[C:32]1[CH2:33][CH2:34][CH2:35][CH2:36][N:31]1[C:28]1[CH:29]=[CH:30][C:25]([NH:24][C:23]([CH:11]2[CH2:12][NH:13][CH2:14][CH2:15][N:10]2[C:6]2[CH:7]=[CH:8][CH:9]=[C:4]([C:1](=[O:3])[NH2:2])[CH:5]=2)=[O:38])=[CH:26][CH:27]=1, predict the reactants needed to synthesize it. The reactants are: [C:1]([C:4]1[CH:5]=[C:6]([N:10]2[CH2:15][CH2:14][N:13](C(OC(C)(C)C)=O)[CH2:12][CH:11]2[C:23](=[O:38])[NH:24][C:25]2[CH:30]=[CH:29][C:28]([N:31]3[CH2:36][CH2:35][CH2:34][CH2:33][C:32]3=[O:37])=[CH:27][CH:26]=2)[CH:7]=[CH:8][CH:9]=1)(=[O:3])[NH2:2].[ClH:39]. (2) Given the product [C:32]([N:27]1[CH2:28][CH2:29][CH2:30][CH2:31][C@H:26]1[C:8]1[N:4]2[CH:5]=[CH:6][N:7]=[C:2]([NH2:1])[C:3]2=[C:10]([C:11]2[CH:25]=[CH:24][C:14]([C:15]([NH:17][C:18]3[N:23]=[CH:22][CH:21]=[CH:20][N:19]=3)=[O:16])=[CH:13][CH:12]=2)[N:9]=1)(=[O:35])[CH:33]=[CH2:34], predict the reactants needed to synthesize it. The reactants are: [NH2:1][C:2]1[C:3]2[N:4]([C:8]([C@@H:26]3[CH2:31][CH2:30][CH2:29][CH2:28][NH:27]3)=[N:9][C:10]=2[C:11]2[CH:25]=[CH:24][C:14]([C:15]([NH:17][C:18]3[N:23]=[CH:22][CH:21]=[CH:20][N:19]=3)=[O:16])=[CH:13][CH:12]=2)[CH:5]=[CH:6][N:7]=1.[C:32](Cl)(=[O:35])[CH:33]=[CH2:34]. (3) Given the product [CH3:11][N:12]1[CH2:4][CH2:3][CH2:2][N:15]([CH2:16][C:17]#[CH:18])[CH2:14][CH2:13]1, predict the reactants needed to synthesize it. The reactants are: Br[CH2:2][C:3]#[CH:4].C(=O)([O-])[O-].[Cs+].[Cs+].[CH3:11][N:12]1[CH2:18][CH2:17][CH2:16][NH:15][CH2:14][CH2:13]1. (4) Given the product [OH:2][C:3]1[C:12]([CH3:13])=[C:11]2[C:6]([C:7](=[O:20])[C:8]([CH3:19])=[C:9]([C@H:14]3[CH2:18][CH2:17][CH2:16][N:15]3[CH3:29])[O:10]2)=[CH:5][CH:4]=1, predict the reactants needed to synthesize it. The reactants are: Cl.[OH:2][C:3]1[C:12]([CH3:13])=[C:11]2[C:6]([C:7](=[O:20])[C:8]([CH3:19])=[C:9]([C@H:14]3[CH2:18][CH2:17][CH2:16][NH:15]3)[O:10]2)=[CH:5][CH:4]=1.C=O.S([O-])([O-])(=O)=O.[Mg+2].[C:29](O)(=O)C.C([BH3-])#N.[Na+]. (5) Given the product [NH:16]([C:2]1[N:7]=[CH:6][C:5]([C:8]([O:10][C:11]([CH3:14])([CH3:13])[CH3:12])=[O:9])=[CH:4][CH:3]=1)[NH2:17], predict the reactants needed to synthesize it. The reactants are: Cl[C:2]1[N:7]=[CH:6][C:5]([C:8]([O:10][C:11]([CH3:14])([CH3:13])[CH3:12])=[O:9])=[CH:4][CH:3]=1.O.[NH2:16][NH2:17].